This data is from Full USPTO retrosynthesis dataset with 1.9M reactions from patents (1976-2016). The task is: Predict the reactants needed to synthesize the given product. (1) The reactants are: [CH2:1]([NH:3][C:4]([C:6]1[CH:11]=[CH:10][C:9]([N:12]2[C:16]([CH2:17][CH2:18][CH2:19][C:20]3[CH:25]=[CH:24][CH:23]=[CH:22][CH:21]=3)=[C:15]([C:26](O)=[O:27])[N:14]=[N:13]2)=[CH:8][CH:7]=1)=[O:5])[CH3:2].C1C=C[C:32]2N(O)N=[N:35][C:33]=2[CH:34]=1.C1(N)CC1.CCN=C=NCCCN(C)C. Given the product [CH:33]1([NH:35][C:26]([C:15]2[N:14]=[N:13][N:12]([C:9]3[CH:10]=[CH:11][C:6]([C:4]([NH:3][CH2:1][CH3:2])=[O:5])=[CH:7][CH:8]=3)[C:16]=2[CH2:17][CH2:18][CH2:19][C:20]2[CH:25]=[CH:24][CH:23]=[CH:22][CH:21]=2)=[O:27])[CH2:34][CH2:32]1, predict the reactants needed to synthesize it. (2) Given the product [CH3:59][O:58][C:56]([NH:55][C@@H:51]([CH:52]([CH3:53])[CH3:54])[C:50]([N:46]1[CH2:47][CH2:48][CH2:49][C@H:45]1[C:43]1[NH:42][C:41]2[CH:61]=[C:37]([C:32]3[CH:33]=[C:34]4[CH2:35][O:36][C:23]5[CH:22]=[C:21]6[C:26]([CH:27]=[CH:28][C:18]7[N:17]=[C:16]([C@@H:9]8[CH2:10][C@H:11]([CH2:13][O:14][CH3:15])[CH2:12][N:8]8[C@@:68]([NH:67][C:65](=[O:66])[O:64][CH3:63])([CH:72]([CH3:74])[CH3:73])[CH:69]=[O:70])[NH:20][C:19]=76)=[CH:25][C:24]=5[C:29]4=[CH:30][CH:31]=3)[CH:38]=[CH:39][C:40]=2[N:44]=1)=[O:60])=[O:57], predict the reactants needed to synthesize it. The reactants are: C(OC([N:8]1[CH2:12][C@@H:11]([CH2:13][O:14][CH3:15])[CH2:10][C@H:9]1[C:16]1[NH:20][C:19]2[C:21]3[C:26]([CH:27]=[CH:28][C:18]=2[N:17]=1)=[CH:25][C:24]1[C:29]2[C:34]([CH2:35][O:36][C:23]=1[CH:22]=3)=[CH:33][C:32]([C:37]1[CH:38]=[CH:39][C:40]3[N:44]=[C:43]([C@@H:45]4[CH2:49][CH2:48][CH2:47][N:46]4[C:50](=[O:60])[C@@H:51]([NH:55][C:56]([O:58][CH3:59])=[O:57])[CH:52]([CH3:54])[CH3:53])[NH:42][C:41]=3[CH:61]=1)=[CH:31][CH:30]=2)=O)(C)(C)C.Cl.[CH3:63][O:64][C:65]([NH:67][C@@H:68]([CH:72]([CH3:74])[CH3:73])[C:69](O)=[O:70])=[O:66].CN(C(ON1N=NC2C=CC=NC1=2)=[N+](C)C)C.F[P-](F)(F)(F)(F)F.C(N(C(C)C)CC)(C)C.